This data is from Catalyst prediction with 721,799 reactions and 888 catalyst types from USPTO. The task is: Predict which catalyst facilitates the given reaction. (1) Reactant: [NH2:1][C:2]1[NH:6][N:5]=[C:4]([NH:7][C:8]2[CH:13]=[CH:12][C:11]([N+:14]([O-:16])=[O:15])=[CH:10][CH:9]=2)[C:3]=1[C:17]([NH2:19])=[O:18].[OH:20][C:21]1[CH:28]=[CH:27][C:24]([CH:25]=O)=[CH:23][CH:22]=1.N1CCCCC1. Product: [OH:20][C:21]1[CH:28]=[CH:27][C:24]([CH:25]=[N:1][C:2]2[NH:6][N:5]=[C:4]([NH:7][C:8]3[CH:9]=[CH:10][C:11]([N+:14]([O-:16])=[O:15])=[CH:12][CH:13]=3)[C:3]=2[C:17]([NH2:19])=[O:18])=[CH:23][CH:22]=1. The catalyst class is: 8. (2) Reactant: [Cl-].O[NH3+:3].[C:4](=[O:7])([O-])[OH:5].[Na+].CS(C)=O.[CH3:13][C:14]1([CH3:51])[CH2:18][C:17]2[CH:19]=[C:20]([N:23]3[C:28](=[O:29])[C:27]([CH2:30][C:31]4[CH:36]=[CH:35][C:34]([C:37]5[C:38]([C:43]#[N:44])=[CH:39][CH:40]=[CH:41][CH:42]=5)=[CH:33][CH:32]=4)=[C:26]([CH2:45][CH2:46][CH3:47])[N:25]4[N:48]=[CH:49][N:50]=[C:24]34)[CH:21]=[CH:22][C:16]=2[O:15]1. Product: [CH3:51][C:14]1([CH3:13])[CH2:18][C:17]2[CH:19]=[C:20]([N:23]3[C:28](=[O:29])[C:27]([CH2:30][C:31]4[CH:36]=[CH:35][C:34]([C:37]5[CH:42]=[CH:41][CH:40]=[CH:39][C:38]=5[C:43]5[NH:3][C:4](=[O:7])[O:5][N:44]=5)=[CH:33][CH:32]=4)=[C:26]([CH2:45][CH2:46][CH3:47])[N:25]4[N:48]=[CH:49][N:50]=[C:24]34)[CH:21]=[CH:22][C:16]=2[O:15]1. The catalyst class is: 13.